Predict which catalyst facilitates the given reaction. From a dataset of Catalyst prediction with 721,799 reactions and 888 catalyst types from USPTO. Reactant: [N:1]([CH2:4][CH2:5][CH2:6][C:7]1[O:8][CH:9]=[CH:10][CH:11]=1)=[N+]=[N-]. Product: [O:8]1[CH:9]=[CH:10][CH:11]=[C:7]1[CH2:6][CH2:5][CH2:4][NH2:1]. The catalyst class is: 19.